This data is from Forward reaction prediction with 1.9M reactions from USPTO patents (1976-2016). The task is: Predict the product of the given reaction. Given the reactants [Cl:1][C:2]1[CH:19]=[CH:18][C:5]([C:6]([NH:8][C:9]2[CH:17]=[CH:16][C:12]([C:13]([OH:15])=[O:14])=[CH:11][CH:10]=2)=[O:7])=[CH:4][C:3]=1[NH:20][S:21]([C:24]1[CH:29]=[CH:28][CH:27]=[C:26]([O:30][C:31]([F:34])([F:33])[F:32])[CH:25]=1)(=[O:23])=[O:22].FC(F)(F)O[C:38]1C=C(S(Cl)(=O)=O)C=C[CH:43]=1, predict the reaction product. The product is: [CH2:38]([O:14][C:13](=[O:15])[C:12]1[CH:16]=[CH:17][C:9]([NH:8][C:6](=[O:7])[C:5]2[CH:18]=[CH:19][C:2]([Cl:1])=[C:3]([NH:20][S:21]([C:24]3[CH:29]=[CH:28][CH:27]=[C:26]([O:30][C:31]([F:32])([F:33])[F:34])[CH:25]=3)(=[O:23])=[O:22])[CH:4]=2)=[CH:10][CH:11]=1)[CH3:43].